Dataset: Experimentally validated miRNA-target interactions with 360,000+ pairs, plus equal number of negative samples. Task: Binary Classification. Given a miRNA mature sequence and a target amino acid sequence, predict their likelihood of interaction. (1) Result: 1 (interaction). The miRNA is hsa-miR-4665-5p with sequence CUGGGGGACGCGUGAGCGCGAGC. The protein sequence of the target gene is MAALGGDGLRLLSVSRPERPPESAALGGLGPGLCCWVSVFSCLSLACSYVGSLYVWKSELPRDHPAVIKRRFTSVLVVSSLSPLCVLLWRELTGIQPGTSLLTLMGFRLEGIFPAALLPLLLTMILFLGPLMQLSMDCPCDLADGLKVVLAPRSWARCLTDMRWLRNQVIAPLTEELVFRACMLPMLAPCMGLGPAVFTCPLFFGVAHFHHIIEQLRFRQSSVGNIFLSAAFQFSYTAVFGAYTAFLFIRTGHLIGPVLCHSFCNYMGFPAVCAALEHPQRRPLLAGYALGVGLFLLLLQ.... (2) The miRNA is rno-miR-139-5p with sequence UCUACAGUGCACGUGUCUCCAG. Result: 0 (no interaction). The protein sequence of the target gene is MVSALRGAPLIRVHSSPVSSPSVSGPRRLVSCLSSQSSALSQSGGGSTSAAGIEARSRALRRRWCPAGIMLLALVCLLSCLLPSSEAKLYGRCELARVLHDFGLDGYRGYSLADWVCLAYFTSGFNAAALDYEADGSTNNGIFQINSRRWCSNLTPNVPNVCRMYCSDLLNPNLKDTVICAMKITQEPQGLGYWEAWRHHCQGKDLTEWVDGCDF.